Dataset: Catalyst prediction with 721,799 reactions and 888 catalyst types from USPTO. Task: Predict which catalyst facilitates the given reaction. (1) Reactant: [NH2:1][CH2:2][CH2:3][CH2:4][N:5]1[C:10]([C:11]2[CH:16]=[C:15]([Cl:17])[CH:14]=[CH:13][C:12]=2[O:18][CH3:19])=[CH:9][C:8](=[O:20])[NH:7][C:6]1=[S:21].[NH2:22][C:23](=[N:29][C:30](=[O:33])[O:31][CH3:32])N1C=CC=N1.C(N(CC)C(C)C)(C)C. The catalyst class is: 3. Product: [CH3:32][O:31][C:30](=[O:33])[N:29]=[C:23]([NH2:22])[NH:1][CH2:2][CH2:3][CH2:4][N:5]1[C:10]([C:11]2[CH:16]=[C:15]([Cl:17])[CH:14]=[CH:13][C:12]=2[O:18][CH3:19])=[CH:9][C:8](=[O:20])[NH:7][C:6]1=[S:21]. (2) Reactant: [C:1]([C:3]1[CH:19]=[CH:18][C:6]([O:7][C:8]2[CH:9]=[CH:10][C:11]3[B:15]([OH:16])[O:14][CH2:13][C:12]=3[CH:17]=2)=[CH:5][C:4]=1[OH:20])#[N:2].[H-].[Na+].Br[CH2:24][C:25]([O:27][CH2:28][CH3:29])=[O:26]. Product: [CH2:28]([O:27][C:25](=[O:26])[CH2:24][O:20][C:4]1[CH:5]=[C:6]([O:7][C:8]2[CH:9]=[CH:10][C:11]3[B:15]([OH:16])[O:14][CH2:13][C:12]=3[CH:17]=2)[CH:18]=[CH:19][C:3]=1[C:1]#[N:2])[CH3:29]. The catalyst class is: 1. (3) Reactant: [NH2:1][C:2]1[C:11]2[C:6](=[CH:7][C:8]([C:12]([OH:14])=O)=[CH:9][CH:10]=2)[C:5]([Cl:15])=[CH:4][N:3]=1.[CH:16]1([NH2:19])[CH2:18][CH2:17]1.CN(C(ON1N=NC2C=CC=NC1=2)=[N+](C)C)C.F[P-](F)(F)(F)(F)F.CCN(C(C)C)C(C)C. Product: [NH2:1][C:2]1[C:11]2[C:6](=[CH:7][C:8]([C:12]([NH:19][CH:16]3[CH2:18][CH2:17]3)=[O:14])=[CH:9][CH:10]=2)[C:5]([Cl:15])=[CH:4][N:3]=1. The catalyst class is: 9. (4) Reactant: [CH3:1][C:2]1[C:3]2[N:4]([CH:8]=[C:9]([CH2:11][C@@H:12]3[CH2:17][CH2:16][CH2:15][CH2:14][N:13]3[C:18]([O:20][C:21]([CH3:24])([CH3:23])[CH3:22])=[O:19])[N:10]=2)[CH:5]=[CH:6][CH:7]=1.C1C(=O)N([Cl:32])C(=O)C1. Product: [Cl:32][C:8]1[N:4]2[CH:5]=[CH:6][CH:7]=[C:2]([CH3:1])[C:3]2=[N:10][C:9]=1[CH2:11][C@@H:12]1[CH2:17][CH2:16][CH2:15][CH2:14][N:13]1[C:18]([O:20][C:21]([CH3:24])([CH3:23])[CH3:22])=[O:19]. The catalyst class is: 2.